From a dataset of Forward reaction prediction with 1.9M reactions from USPTO patents (1976-2016). Predict the product of the given reaction. Given the reactants Cl[C:2]1[N:3]=[C:4]([N:17]2[CH2:22][CH2:21][O:20][CH2:19][CH2:18]2)[C:5]2[S:10][C:9]([CH2:11][N:12]([CH3:16])[C:13](=[O:15])[CH3:14])=[CH:8][C:6]=2[N:7]=1.[CH3:23][C:24]1[C:29](B2OC(C)(C)C(C)(C)O2)=[CH:28][N:27]=[C:26]([NH2:39])[N:25]=1, predict the reaction product. The product is: [NH2:39][C:26]1[N:25]=[C:24]([CH3:23])[C:29]([C:2]2[N:3]=[C:4]([N:17]3[CH2:22][CH2:21][O:20][CH2:19][CH2:18]3)[C:5]3[S:10][C:9]([CH2:11][N:12]([CH3:16])[C:13](=[O:15])[CH3:14])=[CH:8][C:6]=3[N:7]=2)=[CH:28][N:27]=1.